Dataset: NCI-60 drug combinations with 297,098 pairs across 59 cell lines. Task: Regression. Given two drug SMILES strings and cell line genomic features, predict the synergy score measuring deviation from expected non-interaction effect. (1) Cell line: LOX IMVI. Drug 2: CC1=C(C(=O)C2=C(C1=O)N3CC4C(C3(C2COC(=O)N)OC)N4)N. Drug 1: CC1=C(C=C(C=C1)NC(=O)C2=CC=C(C=C2)CN3CCN(CC3)C)NC4=NC=CC(=N4)C5=CN=CC=C5. Synergy scores: CSS=40.6, Synergy_ZIP=-1.45, Synergy_Bliss=-5.58, Synergy_Loewe=-36.6, Synergy_HSA=-4.60. (2) Drug 1: CC12CCC3C(C1CCC2=O)CC(=C)C4=CC(=O)C=CC34C. Drug 2: C1=CN(C(=O)N=C1N)C2C(C(C(O2)CO)O)O.Cl. Cell line: CAKI-1. Synergy scores: CSS=47.1, Synergy_ZIP=-2.05, Synergy_Bliss=-3.77, Synergy_Loewe=-17.9, Synergy_HSA=0.0763. (3) Drug 1: CS(=O)(=O)C1=CC(=C(C=C1)C(=O)NC2=CC(=C(C=C2)Cl)C3=CC=CC=N3)Cl. Drug 2: CC1C(C(=O)NC(C(=O)N2CCCC2C(=O)N(CC(=O)N(C(C(=O)O1)C(C)C)C)C)C(C)C)NC(=O)C3=C4C(=C(C=C3)C)OC5=C(C(=O)C(=C(C5=N4)C(=O)NC6C(OC(=O)C(N(C(=O)CN(C(=O)C7CCCN7C(=O)C(NC6=O)C(C)C)C)C)C(C)C)C)N)C. Cell line: NCIH23. Synergy scores: CSS=9.16, Synergy_ZIP=11.9, Synergy_Bliss=12.8, Synergy_Loewe=11.1, Synergy_HSA=11.3. (4) Synergy scores: CSS=21.4, Synergy_ZIP=-0.769, Synergy_Bliss=2.59, Synergy_Loewe=-7.97, Synergy_HSA=3.48. Drug 2: CC1=C(C(=O)C2=C(C1=O)N3CC4C(C3(C2COC(=O)N)OC)N4)N. Cell line: SK-MEL-28. Drug 1: CN(CCCl)CCCl.Cl. (5) Drug 1: CS(=O)(=O)CCNCC1=CC=C(O1)C2=CC3=C(C=C2)N=CN=C3NC4=CC(=C(C=C4)OCC5=CC(=CC=C5)F)Cl. Drug 2: C1CCC(C(C1)N)N.C(=O)(C(=O)[O-])[O-].[Pt+4]. Cell line: T-47D. Synergy scores: CSS=20.3, Synergy_ZIP=-9.54, Synergy_Bliss=-1.15, Synergy_Loewe=-6.51, Synergy_HSA=1.48. (6) Drug 1: C1CC(=O)NC(=O)C1N2CC3=C(C2=O)C=CC=C3N. Drug 2: CN(CCCl)CCCl.Cl. Cell line: MALME-3M. Synergy scores: CSS=7.28, Synergy_ZIP=-1.47, Synergy_Bliss=0.604, Synergy_Loewe=-13.3, Synergy_HSA=-0.721.